This data is from Forward reaction prediction with 1.9M reactions from USPTO patents (1976-2016). The task is: Predict the product of the given reaction. (1) Given the reactants ClC1C=C([CH:7]=[C:8]([CH3:27])[C:9]=1[O:10][C:11]1[N:15]([CH3:16])[C:14]2[C:17]([CH:22]([CH2:25][CH3:26])[CH2:23][CH3:24])=[CH:18][CH:19]=[C:20]([Cl:21])[C:13]=2N=1)C#N.[CH3:28][Mg]Br.[Cl-:31].[NH4+:32].[O:33]1[CH2:37][CH2:36][CH2:35][CH2:34]1, predict the reaction product. The product is: [Cl:31][C:34]1[CH:35]=[C:36]([C:37](=[O:33])[CH3:28])[CH:7]=[C:8]([CH3:27])[C:9]=1[O:10][C:11]1[N:15]([CH3:16])[C:14]2[C:17]([CH:22]([CH2:25][CH3:26])[CH2:23][CH3:24])=[CH:18][CH:19]=[C:20]([Cl:21])[C:13]=2[N:32]=1. (2) The product is: [OH:2][CH2:1][C:3]1[S:7][CH:6]=[C:5]([C:8]([O:10][CH3:11])=[O:9])[CH:4]=1. Given the reactants [CH:1]([C:3]1[S:7][CH:6]=[C:5]([C:8]([O:10][CH3:11])=[O:9])[CH:4]=1)=[O:2].[BH4-].[Na+], predict the reaction product. (3) Given the reactants [CH2:1]([O:3][C:4](=[O:21])[C:5]([CH2:19]C)([N:7]1[C:12]2[CH:13]=[C:14]([OH:17])[CH:15]=[CH:16][C:11]=2[O:10][CH2:9][C:8]1=[O:18])C)[CH3:2].[C:22]([O:26][C:27]([N:29]1[CH2:32][CH:31](OS(C)(=O)=O)[CH2:30]1)=[O:28])([CH3:25])([CH3:24])[CH3:23].C([O-])([O-])=O.[Cs+].[Cs+].O, predict the reaction product. The product is: [C:22]([O:26][C:27]([N:29]1[CH2:32][CH:31]([O:17][C:14]2[CH:15]=[CH:16][C:11]3[O:10][CH2:9][C:8](=[O:18])[N:7]([CH:5]([C:4]([O:3][CH2:1][CH3:2])=[O:21])[CH3:19])[C:12]=3[CH:13]=2)[CH2:30]1)=[O:28])([CH3:25])([CH3:23])[CH3:24]. (4) Given the reactants I[C:2]1[CH:7]=[CH:6][C:5]([CH2:8][NH:9][S:10]([CH3:13])(=[O:12])=[O:11])=[CH:4][CH:3]=1.[F:14][C:15]([F:26])([F:25])[C:16]1[C:17]2[CH2:24][CH2:23][O:22][CH2:21][C:18]=2[NH:19][N:20]=1.CN(C)CC(O)=O.C(=O)([O-])[O-].[K+].[K+], predict the reaction product. The product is: [F:25][C:15]([F:14])([F:26])[C:16]1[C:17]2[CH2:24][CH2:23][O:22][CH2:21][C:18]=2[N:19]([C:2]2[CH:7]=[CH:6][C:5]([CH2:8][NH:9][S:10]([CH3:13])(=[O:12])=[O:11])=[CH:4][CH:3]=2)[N:20]=1. (5) Given the reactants [CH3:1][O:2][CH:3]1[C@@H:8]([OH:9])[C@@H:7]([OH:10])[CH:6]([OH:11])[C@H:5]([OH:12])[C@H:4]1[OH:13], predict the reaction product. The product is: [CH3:1][O:2][C@@H:3]1[C@@H:4]([OH:13])[C@@H:5]([OH:12])[C@H:6]([OH:11])[C@H:7]([OH:10])[C@H:8]1[OH:9]. (6) Given the reactants [NH:1]1[C:9]2[C:4](=[CH:5][CH:6]=[CH:7][CH:8]=2)[CH:3]=[CH:2]1.Br[C:11]1[CH:15]=[CH:14][S:13][CH:12]=1.C(=O)([O-])[O-].[K+].[K+].CN1CCCC1=O, predict the reaction product. The product is: [S:13]1[CH:14]=[CH:15][C:11]([N:1]2[C:9]3[C:4](=[CH:5][CH:6]=[CH:7][CH:8]=3)[CH:3]=[CH:2]2)=[CH:12]1. (7) Given the reactants [F:1][C:2]1[CH:11]=[C:10]2[C:5]([CH:6]=[CH:7][CH:8]=[C:9]2[CH:12]([CH2:16][C:17]([OH:19])=O)[C:13](O)=[O:14])=[CH:4][CH:3]=1.[NH2:20]C(N)=O, predict the reaction product. The product is: [F:1][C:2]1[CH:11]=[C:10]2[C:5]([CH:6]=[CH:7][CH:8]=[C:9]2[CH:12]2[CH2:16][C:17](=[O:19])[NH:20][C:13]2=[O:14])=[CH:4][CH:3]=1. (8) Given the reactants [Cl:1][C:2]1[CH:27]=[N:26][CH:25]=[CH:24][C:3]=1[C:4]([NH:6][NH:7][C:8](=O)[C:9]([CH3:22])([O:11][C:12]1[CH:17]=[CH:16][C:15]([C:18]([F:21])([F:20])[F:19])=[CH:14][CH:13]=1)[CH3:10])=[O:5].N1C=CC=CC=1.FC(F)(F)S(OS(C(F)(F)F)(=O)=O)(=O)=O, predict the reaction product. The product is: [Cl:1][C:2]1[CH:27]=[N:26][CH:25]=[CH:24][C:3]=1[C:4]1[O:5][C:8]([C:9]([CH3:22])([O:11][C:12]2[CH:13]=[CH:14][C:15]([C:18]([F:20])([F:21])[F:19])=[CH:16][CH:17]=2)[CH3:10])=[N:7][N:6]=1. (9) Given the reactants [F:1]/[C:2](=[C:5](/[C:7]1[CH:16]=[C:15]2[C:10]([C:11]([CH3:21])([CH3:20])[CH2:12][CH:13]=[C:14]2[CH:17]([CH3:19])[CH3:18])=[CH:9][C:8]=1[O:22][CH2:23][CH3:24])\[CH3:6])/[CH2:3][OH:4].C[N+]1([O-])CCOCC1.ClCCl, predict the reaction product. The product is: [F:1]/[C:2](=[C:5](/[C:7]1[CH:16]=[C:15]2[C:10]([C:11]([CH3:21])([CH3:20])[CH2:12][CH:13]=[C:14]2[CH:17]([CH3:19])[CH3:18])=[CH:9][C:8]=1[O:22][CH2:23][CH3:24])\[CH3:6])/[CH:3]=[O:4]. (10) The product is: [F:8][C:9]([F:24])([F:23])[C:10]1[CH:11]=[C:12]([CH:16]=[C:17]([C:19]([F:22])([F:21])[F:20])[CH:18]=1)[C:13]([N:3]1[CH2:4][CH2:5][C:7]2([C:6](=[O:25])[NH:3][CH2:4][CH:5]2[C:10]2[CH:11]=[CH:12][CH:16]=[CH:17][CH:18]=2)[CH2:7][CH2:6]1)=[O:14]. Given the reactants C([N:3]([CH2:6][CH3:7])[CH2:4][CH3:5])C.[F:8][C:9]([F:24])([F:23])[C:10]1[CH:11]=[C:12]([CH:16]=[C:17]([C:19]([F:22])([F:21])[F:20])[CH:18]=1)[C:13](Cl)=[O:14].[OH2:25], predict the reaction product.